This data is from Reaction yield outcomes from USPTO patents with 853,638 reactions. The task is: Predict the reaction yield, written as a fraction of the theoretical maximum amount of product (1.0 means a 100% yield; for example, 0.34 means a 34% yield). (1) The reactants are [C:1]([NH:4][CH2:5][CH2:6][C:7]1[CH:12]=[CH:11][CH:10]=[C:9]([N+:13]([O-])=O)[CH:8]=1)(=[O:3])[CH3:2].C([O-])(=O)C.[NH4+].O. The catalyst is C(O)C.[Fe]. The product is [C:1]([NH:4][CH2:5][CH2:6][C:7]1[CH:12]=[CH:11][CH:10]=[C:9]([NH2:13])[CH:8]=1)(=[O:3])[CH3:2]. The yield is 0.960. (2) The reactants are [NH2:1][C:2]1[CH:10]=[C:9]([O:11][CH3:12])[CH:8]=[C:7]([O:13][CH3:14])[C:3]=1[C:4]([NH2:6])=[O:5].[CH3:15][C:16]1[CH:17]=[C:18]([CH:21]=[C:22]([CH3:32])[C:23]=1[O:24][CH2:25][C:26]1[CH:31]=[CH:30][CH:29]=[CH:28][CH:27]=1)[CH:19]=O.S([O-])(O)=O.[Na+].C1(C)C=CC(S(O)(=O)=O)=CC=1. The catalyst is CN(C)C(=O)C.O. The product is [CH2:25]([O:24][C:23]1[C:16]([CH3:15])=[CH:17][C:18]([C:19]2[NH:6][C:4](=[O:5])[C:3]3[C:2](=[CH:10][C:9]([O:11][CH3:12])=[CH:8][C:7]=3[O:13][CH3:14])[N:1]=2)=[CH:21][C:22]=1[CH3:32])[C:26]1[CH:27]=[CH:28][CH:29]=[CH:30][CH:31]=1. The yield is 0.790. (3) The reactants are [Br:1][C:2]1[CH:7]=[CH:6][C:5]([O:8][CH2:9][CH2:10][C:11]#[CH:12])=[C:4]([N+:13]([O-])=O)[CH:3]=1. The catalyst is [Fe].O.O.O.O.O.O.[Fe](Cl)(Cl)Cl.C(O)(=O)C. The product is [Br:1][C:2]1[CH:7]=[CH:6][C:5]([O:8][CH2:9][CH2:10][C:11]#[CH:12])=[C:4]([NH2:13])[CH:3]=1. The yield is 0.890. (4) The reactants are [H-].[Al+3].[Li+].[H-].[H-].[H-].[Cl:7][C:8]1[CH:9]=[C:10]2[C:15](=[CH:16][CH:17]=1)[CH:14]=[C:13]([C:18](O)=[O:19])[C:12]([CH3:21])=[C:11]2[OH:22].Cl. The catalyst is O1CCCC1. The product is [Cl:7][C:8]1[CH:9]=[C:10]2[C:15]([CH:14]=[C:13]([CH2:18][OH:19])[C:12]([CH3:21])=[C:11]2[OH:22])=[CH:16][CH:17]=1. The yield is 0.710. (5) The catalyst is CN(C=O)C.C(OCC)(=O)C. The yield is 0.680. The product is [CH3:1][O:2][C:3]1[CH:21]=[C:20]([O:22][CH3:23])[CH:19]=[CH:18][C:4]=1[CH2:5][N:6]1[C:14](=[O:15])[C:13]2[C:8](=[CH:9][CH:10]=[CH:11][C:12]=2[O:16][CH2:25][CH2:26][CH2:27][N:28]2[CH2:33][CH2:32][O:31][CH2:30][CH2:29]2)[C:7]1=[O:17]. The reactants are [CH3:1][O:2][C:3]1[CH:21]=[C:20]([O:22][CH3:23])[CH:19]=[CH:18][C:4]=1[CH2:5][N:6]1[C:14](=[O:15])[C:13]2[C:8](=[CH:9][CH:10]=[CH:11][C:12]=2[OH:16])[C:7]1=[O:17].Cl[CH2:25][CH2:26][CH2:27][N:28]1[CH2:33][CH2:32][O:31][CH2:30][CH2:29]1.C(=O)([O-])[O-].[K+].[K+]. (6) The reactants are [O:1]=[S:2]1(=[O:32])[C:8]2[CH:9]=[C:10]([O:13][CH2:14][C:15]([O:17]CC)=[O:16])[CH:11]=[CH:12][C:7]=2[N:6]([C:20]2[CH:25]=[CH:24][CH:23]=[CH:22][CH:21]=2)[CH2:5][C:4]([CH2:28][CH2:29][CH2:30][CH3:31])([CH2:26][CH3:27])[CH2:3]1.[OH-].[Na+].C(O)(=O)C. The catalyst is C(O)C. The product is [O:32]=[S:2]1(=[O:1])[C:8]2[CH:9]=[C:10]([O:13][CH2:14][C:15]([OH:17])=[O:16])[CH:11]=[CH:12][C:7]=2[N:6]([C:20]2[CH:21]=[CH:22][CH:23]=[CH:24][CH:25]=2)[CH2:5][C:4]([CH2:28][CH2:29][CH2:30][CH3:31])([CH2:26][CH3:27])[CH2:3]1. The yield is 0.970.